This data is from NCI-60 drug combinations with 297,098 pairs across 59 cell lines. The task is: Regression. Given two drug SMILES strings and cell line genomic features, predict the synergy score measuring deviation from expected non-interaction effect. (1) Drug 1: CC1CCC2CC(C(=CC=CC=CC(CC(C(=O)C(C(C(=CC(C(=O)CC(OC(=O)C3CCCCN3C(=O)C(=O)C1(O2)O)C(C)CC4CCC(C(C4)OC)O)C)C)O)OC)C)C)C)OC. Drug 2: C(CN)CNCCSP(=O)(O)O. Cell line: NCI-H460. Synergy scores: CSS=20.2, Synergy_ZIP=-5.11, Synergy_Bliss=-1.01, Synergy_Loewe=-26.2, Synergy_HSA=-2.19. (2) Drug 1: C1C(C(OC1N2C=NC3=C(N=C(N=C32)Cl)N)CO)O. Drug 2: CN(C(=O)NC(C=O)C(C(C(CO)O)O)O)N=O. Cell line: SW-620. Synergy scores: CSS=41.0, Synergy_ZIP=-8.28, Synergy_Bliss=-0.0443, Synergy_Loewe=-32.5, Synergy_HSA=1.00.